From a dataset of Full USPTO retrosynthesis dataset with 1.9M reactions from patents (1976-2016). Predict the reactants needed to synthesize the given product. (1) Given the product [C:1]1([C:7]2[NH:20][N:19]=[C:9]([C:11]3[CH:16]=[CH:15][CH:14]=[CH:13][N:12]=3)[CH:8]=2)[CH:6]=[CH:5][CH:4]=[CH:3][CH:2]=1, predict the reactants needed to synthesize it. The reactants are: [C:1]1([C:7](=O)[CH2:8][C:9]([C:11]2[CH:16]=[CH:15][CH:14]=[CH:13][N:12]=2)=O)[CH:6]=[CH:5][CH:4]=[CH:3][CH:2]=1.O.[NH2:19][NH2:20]. (2) The reactants are: [C:1]([O:5][C:6]([N:8]1[CH2:15][C:14]([F:17])([F:16])[CH2:13][C@H:9]1[C:10](O)=[O:11])=[O:7])([CH3:4])([CH3:3])[CH3:2].CSC. Given the product [C:1]([O:5][C:6]([N:8]1[CH2:15][C:14]([F:16])([F:17])[CH2:13][CH:9]1[CH2:10][OH:11])=[O:7])([CH3:4])([CH3:3])[CH3:2], predict the reactants needed to synthesize it. (3) Given the product [Si:1]([O:8][CH2:9][CH2:10][CH:11]1[C:16]2[S:17][C:18]([C:21]([OH:23])=[O:22])=[C:19]([Cl:24])[C:15]=2[CH2:14][CH2:13][O:12]1)([C:4]([CH3:7])([CH3:6])[CH3:5])([CH3:3])[CH3:2], predict the reactants needed to synthesize it. The reactants are: [Si:1]([O:8][CH2:9][CH2:10][CH:11]1[C:16]2[S:17][C:18]([C:21]([OH:23])=[O:22])=[C:19](C)[C:15]=2[CH2:14][CH2:13][O:12]1)([C:4]([CH3:7])([CH3:6])[CH3:5])([CH3:3])[CH3:2].[Cl:24]N1C(=O)CCC1=O. (4) Given the product [Si:21]([O:38][C:39]1[C@@H:40]([CH2:44][OH:45])[O:41][C@@H:42]([C:2]2[C:6]3[N:7]=[CH:8][N:9]=[C:10]([NH:11][C@@H:12]4[C:20]5[C:15](=[CH:16][CH:17]=[CH:18][CH:19]=5)[CH2:14][CH2:13]4)[C:5]=3[S:4][CH:3]=2)[CH:43]=1)([C:34]([CH3:37])([CH3:36])[CH3:35])([C:28]1[CH:33]=[CH:32][CH:31]=[CH:30][CH:29]=1)[C:22]1[CH:27]=[CH:26][CH:25]=[CH:24][CH:23]=1, predict the reactants needed to synthesize it. The reactants are: Br[C:2]1[C:6]2[N:7]=[CH:8][N:9]=[C:10]([NH:11][C@@H:12]3[C:20]4[C:15](=[CH:16][CH:17]=[CH:18][CH:19]=4)[CH2:14][CH2:13]3)[C:5]=2[S:4][CH:3]=1.[Si:21]([O:38][C@H:39]1[CH:43]=[CH:42][O:41][C@@H:40]1[CH2:44][OH:45])([C:34]([CH3:37])([CH3:36])[CH3:35])([C:28]1[CH:33]=[CH:32][CH:31]=[CH:30][CH:29]=1)[C:22]1[CH:27]=[CH:26][CH:25]=[CH:24][CH:23]=1.C(N(CC)C(C)C)(C)C. (5) Given the product [CH3:16][N:15]([CH2:17][CH:18]1[CH2:24][CH2:23][CH:22]2[CH:20]([CH2:21]2)[C:19]1([C:7]1[CH:12]=[CH:11][CH:10]=[C:9]([OH:13])[CH:8]=1)[OH:25])[CH3:14], predict the reactants needed to synthesize it. The reactants are: [Li]C(C)(C)C.Br[C:7]1[CH:8]=[C:9]([OH:13])[CH:10]=[CH:11][CH:12]=1.[CH3:14][N:15]([CH2:17][CH:18]1[CH2:24][CH2:23][CH:22]2[CH:20]([CH2:21]2)[C:19]1=[O:25])[CH3:16]. (6) Given the product [CH:7]([C:9]1[CH:11]=[C:12]([C:14]2[CH:19]=[CH:18][C:17]3[O:20][CH2:21][O:22][C:16]=3[CH:15]=2)[NH:5][C:26](=[O:30])[C:27]=1[C:28]#[N:29])([CH3:8])[CH3:6], predict the reactants needed to synthesize it. The reactants are: C([O-])(=O)C.[NH4+:5].[CH:6](=O)[CH:7]([CH3:9])[CH3:8].[CH3:11][C:12]([C:14]1[CH:19]=[CH:18][C:17]2[O:20][CH2:21][O:22][C:16]=2[CH:15]=1)=O.C(O[C:26](=[O:30])[CH2:27][C:28]#[N:29])C. (7) Given the product [C:1]([O:5][C:6](=[O:23])[NH:7][CH:8]([C:15]1[CH:20]=[CH:19][C:18]([Cl:21])=[C:17]([Cl:22])[CH:16]=1)[C:9]([C:25]1[CH:37]=[CH:36][C:28]([O:29][CH2:30][C:31]2([CH3:35])[CH2:34][O:33][CH2:32]2)=[CH:27][C:26]=1[F:38])=[O:14])([CH3:2])([CH3:3])[CH3:4], predict the reactants needed to synthesize it. The reactants are: [C:1]([O:5][C:6](=[O:23])[NH:7][CH:8]([C:15]1[CH:20]=[CH:19][C:18]([Cl:21])=[C:17]([Cl:22])[CH:16]=1)[C:9](=[O:14])N(OC)C)([CH3:4])([CH3:3])[CH3:2].Br[C:25]1[CH:37]=[CH:36][C:28]([O:29][CH2:30][C:31]2([CH3:35])[CH2:34][O:33][CH2:32]2)=[CH:27][C:26]=1[F:38]. (8) Given the product [Br:23][C:24]1[CH:29]=[CH:28][C:27]([C:2]2[CH:7]=[C:6]([C:8]3[N:12]4[CH:13]=[CH:14][CH:15]=[CH:16][C:11]4=[N:10][C:9]=3[C:17]3[CH:22]=[CH:21][CH:20]=[CH:19][N:18]=3)[CH:5]=[CH:4][N:3]=2)=[CH:26][CH:25]=1, predict the reactants needed to synthesize it. The reactants are: Br[C:2]1[CH:7]=[C:6]([C:8]2[N:12]3[CH:13]=[CH:14][CH:15]=[CH:16][C:11]3=[N:10][C:9]=2[C:17]2[CH:22]=[CH:21][CH:20]=[CH:19][N:18]=2)[CH:5]=[CH:4][N:3]=1.[Br:23][C:24]1[CH:29]=[CH:28][C:27](B(O)O)=[CH:26][CH:25]=1.